This data is from Reaction yield outcomes from USPTO patents with 853,638 reactions. The task is: Predict the reaction yield, written as a fraction of the theoretical maximum amount of product (1.0 means a 100% yield; for example, 0.34 means a 34% yield). (1) The reactants are CN(C)[CH:3]=[CH:4][C:5]([C:7]1[CH:12]=[CH:11][CH:10]=[CH:9][CH:8]=1)=O.C(=O)(O)O.[NH2:18][C:19]([NH2:21])=[NH:20].C[O-].[Na+]. The catalyst is CO. The product is [NH2:20][C:19]1[N:21]=[C:5]([C:7]2[CH:12]=[CH:11][CH:10]=[CH:9][CH:8]=2)[CH:4]=[CH:3][N:18]=1. The yield is 0.820. (2) The reactants are [F:1][C:2]1[CH:10]=[CH:9][CH:8]=[C:7]([F:11])[C:3]=1[C:4](Cl)=[O:5].[CH3:12][O:13][C:14]1[CH:22]=[C:21]2[C:17]([CH2:18][CH2:19][CH2:20]2)=[CH:16][C:15]=1[C:23]1[CH:24]=[CH:25][C:26]([NH2:29])=[N:27][CH:28]=1.CCN(C(C)C)C(C)C. The catalyst is ClCCl.O1CCCC1.CO.[OH-].[Na+]. The product is [F:1][C:2]1[CH:10]=[CH:9][CH:8]=[C:7]([F:11])[C:3]=1[C:4]([NH:29][C:26]1[CH:25]=[CH:24][C:23]([C:15]2[CH:16]=[C:17]3[C:21](=[CH:22][C:14]=2[O:13][CH3:12])[CH2:20][CH2:19][CH2:18]3)=[CH:28][N:27]=1)=[O:5]. The yield is 0.300. (3) The reactants are [CH3:1][O:2][C:3]1[CH:15]=[CH:14][C:6]([CH2:7][O:8][C@H:9]2[CH2:13][CH2:12][NH:11][CH2:10]2)=[CH:5][CH:4]=1.[S:16](N)([NH2:19])(=[O:18])=[O:17]. The catalyst is C(COC)OC. The product is [CH3:1][O:2][C:3]1[CH:4]=[CH:5][C:6]([CH2:7][O:8][C@H:9]2[CH2:13][CH2:12][N:11]([S:16]([NH2:19])(=[O:18])=[O:17])[CH2:10]2)=[CH:14][CH:15]=1. The yield is 0.610. (4) The reactants are C([O:3][C:4]([C:6]1[NH:10][C:9]2[CH:11]=[C:12](Br)[S:13][C:8]=2[CH:7]=1)=[O:5])C.C1(CC[C:12]2[S:13][C:8]3[CH:7]=[C:6]([C:4]([OH:3])=[O:5])[NH:10][C:9]=3[CH:11]=2)C=CC=CC=1.C(Br)CC1C=CC=CC=1.C1COCC1.[OH-].[K+]. The catalyst is CN1C(=O)CCC1.C(OCC)(=O)C.CO.O. The product is [S:13]1[C:8]2[CH:7]=[C:6]([C:4]([OH:5])=[O:3])[NH:10][C:9]=2[CH:11]=[CH:12]1. The yield is 0.790. (5) The reactants are [CH3:1][O:2][C:3]1[CH:12]=[CH:11][C:10]2[C:5](=[CH:6][CH:7]=[C:8]([C:13]3[C:21]4[C:16](=[CH:17][CH:18]=[C:19]([C:22]#[N:23])[CH:20]=4)[N:15](C4CCCCO4)[N:14]=3)[CH:9]=2)[N:4]=1. The catalyst is Cl.CO. The product is [CH3:1][O:2][C:3]1[CH:12]=[CH:11][C:10]2[C:5](=[CH:6][CH:7]=[C:8]([C:13]3[C:21]4[C:16](=[CH:17][CH:18]=[C:19]([C:22]#[N:23])[CH:20]=4)[NH:15][N:14]=3)[CH:9]=2)[N:4]=1. The yield is 0.250.